This data is from Reaction yield outcomes from USPTO patents with 853,638 reactions. The task is: Predict the reaction yield, written as a fraction of the theoretical maximum amount of product (1.0 means a 100% yield; for example, 0.34 means a 34% yield). The reactants are Br[C:2]1[CH:3]=[C:4]([OH:8])[CH:5]=[CH:6][CH:7]=1.[CH3:9][O:10][C:11]([C:13]1[CH:18]=[CH:17][C:16](B(O)O)=[CH:15][CH:14]=1)=[O:12].C([O-])([O-])=O.[K+].[K+]. The catalyst is C1(C)C=CC=CC=1.CO.C(OCC)(=O)C.C1C=CC([P]([Pd]([P](C2C=CC=CC=2)(C2C=CC=CC=2)C2C=CC=CC=2)([P](C2C=CC=CC=2)(C2C=CC=CC=2)C2C=CC=CC=2)[P](C2C=CC=CC=2)(C2C=CC=CC=2)C2C=CC=CC=2)(C2C=CC=CC=2)C2C=CC=CC=2)=CC=1. The product is [OH:8][C:4]1[CH:3]=[C:2]([C:16]2[CH:17]=[CH:18][C:13]([C:11]([O:10][CH3:9])=[O:12])=[CH:14][CH:15]=2)[CH:7]=[CH:6][CH:5]=1. The yield is 0.750.